This data is from Reaction yield outcomes from USPTO patents with 853,638 reactions. The task is: Predict the reaction yield, written as a fraction of the theoretical maximum amount of product (1.0 means a 100% yield; for example, 0.34 means a 34% yield). The reactants are [Cl:1][C:2]1[N:3]=[N:4][C:5]([NH2:8])=[CH:6][CH:7]=1.CO[C:11](OC)([N:13]([CH3:15])[CH3:14])[CH3:12]. The catalyst is C1(C)C=CC=CC=1. The product is [Cl:1][C:2]1[N:3]=[N:4][C:5](/[N:8]=[C:11](/[N:13]([CH3:15])[CH3:14])\[CH3:12])=[CH:6][CH:7]=1. The yield is 0.910.